The task is: Predict the product of the given reaction.. This data is from Forward reaction prediction with 1.9M reactions from USPTO patents (1976-2016). (1) The product is: [ClH:1].[NH2:9][CH2:10][C@H:11]1[CH2:12][CH2:13][C@H:14]([C:17]([NH:19][C@H:20]([C:40](=[O:53])[NH:41][C:42]2[CH:43]=[CH:44][C:45]([C:48]3[N:49]=[N:50][NH:51][N:52]=3)=[CH:46][CH:47]=2)[CH2:21][C:22]2[CH:23]=[CH:24][C:25]([C:28]3[CH:33]=[CH:32][CH:31]=[C:30]([C:34]([O:36][CH2:37][CH3:38])=[O:35])[C:29]=3[F:39])=[CH:26][CH:27]=2)=[O:18])[CH2:15][CH2:16]1. Given the reactants [ClH:1].C(OC([NH:9][CH2:10][C@H:11]1[CH2:16][CH2:15][C@H:14]([C:17]([NH:19][C@H:20]([C:40](=[O:53])[NH:41][C:42]2[CH:47]=[CH:46][C:45]([C:48]3[N:49]=[N:50][NH:51][N:52]=3)=[CH:44][CH:43]=2)[CH2:21][C:22]2[CH:27]=[CH:26][C:25]([C:28]3[CH:33]=[CH:32][CH:31]=[C:30]([C:34]([O:36][CH2:37][CH3:38])=[O:35])[C:29]=3[F:39])=[CH:24][CH:23]=2)=[O:18])[CH2:13][CH2:12]1)=O)(C)(C)C, predict the reaction product. (2) Given the reactants C(O[C:5](=[O:7])[CH3:6])(=O)C.[CH3:8][N:9]1[CH2:14][CH2:13][N:12]([C:15]2[N:20]=[C:19]([NH2:21])[N:18]=[C:17]([NH:22][CH:23]3[CH2:28][CH2:27][NH:26][CH2:25][CH2:24]3)[CH:16]=2)[CH2:11][CH2:10]1.CCN(C(C)C)C(C)C, predict the reaction product. The product is: [C:5]([N:26]1[CH2:27][CH2:28][CH:23]([NH:22][C:17]2[CH:16]=[C:15]([N:12]3[CH2:11][CH2:10][N:9]([CH3:8])[CH2:14][CH2:13]3)[N:20]=[C:19]([NH2:21])[N:18]=2)[CH2:24][CH2:25]1)(=[O:7])[CH3:6]. (3) Given the reactants [F:1][C:2]1[CH:11]=[C:10]2[C:5]([C:6](Cl)=[C:7]([C:12]#[N:13])[CH:8]=[N:9]2)=[CH:4][C:3]=1[O:15][CH3:16].[CH3:17][Mg]Br, predict the reaction product. The product is: [F:1][C:2]1[CH:11]=[C:10]2[C:5]([C:6]([CH3:17])=[C:7]([C:12]#[N:13])[CH:8]=[N:9]2)=[CH:4][C:3]=1[O:15][CH3:16]. (4) Given the reactants [NH2:1][C:2]1[C:3]2[S:10][CH:9]=[C:8]([C:11]([NH:13][C:14]3[CH:19]=[C:18]([NH2:20])[CH:17]=[CH:16][C:15]=3[CH3:21])=[O:12])[C:4]=2[N:5]=[CH:6][N:7]=1.Cl[C:23](Cl)([O:25]C(=O)OC(Cl)(Cl)Cl)Cl.[Cl:34][C:35]1[CH:40]=[CH:39][C:38]([NH2:41])=[CH:37][C:36]=1[C:42]([F:45])([F:44])[F:43], predict the reaction product. The product is: [NH2:1][C:2]1[C:3]2[S:10][CH:9]=[C:8]([C:11]([NH:13][C:14]3[CH:19]=[C:18]([NH:20][C:23]([NH:41][C:38]4[CH:39]=[CH:40][C:35]([Cl:34])=[C:36]([C:42]([F:43])([F:44])[F:45])[CH:37]=4)=[O:25])[CH:17]=[CH:16][C:15]=3[CH3:21])=[O:12])[C:4]=2[N:5]=[CH:6][N:7]=1. (5) Given the reactants [CH:1]1([N:4]2[CH2:9][C:8]3([CH2:14][CH2:13][N:12]([S:15]([C:18]4[CH:23]=[CH:22][C:21](B5OC(C)(C)C(C)(C)O5)=[CH:20][CH:19]=4)(=[O:17])=[O:16])[CH2:11][CH2:10]3)[O:7][CH2:6][C:5]2=[O:33])[CH2:3][CH2:2]1.Br[C:35]1[C:44]([F:45])=[C:43]2[C:38]([CH:39]=[CH:40][CH:41]=[N:42]2)=[CH:37][CH:36]=1, predict the reaction product. The product is: [CH:1]1([N:4]2[CH2:9][C:8]3([CH2:14][CH2:13][N:12]([S:15]([C:18]4[CH:19]=[CH:20][C:21]([C:35]5[C:44]([F:45])=[C:43]6[C:38]([CH:39]=[CH:40][CH:41]=[N:42]6)=[CH:37][CH:36]=5)=[CH:22][CH:23]=4)(=[O:17])=[O:16])[CH2:11][CH2:10]3)[O:7][CH2:6][C:5]2=[O:33])[CH2:2][CH2:3]1. (6) Given the reactants Br[C:2]1[CH:7]=[CH:6][C:5]([N+:8]([O-])=O)=[CH:4][N:3]=1.[NH:11]1[CH2:16][CH2:15][O:14][CH2:13][CH2:12]1, predict the reaction product. The product is: [N:11]1([C:2]2[N:3]=[CH:4][C:5]([NH2:8])=[CH:6][CH:7]=2)[CH2:16][CH2:15][O:14][CH2:13][CH2:12]1.